Dataset: NCI-60 drug combinations with 297,098 pairs across 59 cell lines. Task: Regression. Given two drug SMILES strings and cell line genomic features, predict the synergy score measuring deviation from expected non-interaction effect. Drug 1: CCC1=CC2CC(C3=C(CN(C2)C1)C4=CC=CC=C4N3)(C5=C(C=C6C(=C5)C78CCN9C7C(C=CC9)(C(C(C8N6C)(C(=O)OC)O)OC(=O)C)CC)OC)C(=O)OC.C(C(C(=O)O)O)(C(=O)O)O. Drug 2: C1C(C(OC1N2C=NC(=NC2=O)N)CO)O. Cell line: SR. Synergy scores: CSS=44.3, Synergy_ZIP=-5.51, Synergy_Bliss=-8.44, Synergy_Loewe=-7.94, Synergy_HSA=-5.70.